Dataset: Full USPTO retrosynthesis dataset with 1.9M reactions from patents (1976-2016). Task: Predict the reactants needed to synthesize the given product. (1) Given the product [C:13]([O:11][CH:8]1[CH2:9][O:10][C:5]([CH3:12])([CH3:4])[O:6][CH2:7]1)(=[O:17])[C:14]([CH3:16])=[CH2:15], predict the reactants needed to synthesize it. The reactants are: C(Cl)Cl.[CH3:4][C:5]1([CH3:12])[O:10][CH2:9][CH:8]([OH:11])[CH2:7][O:6]1.[C:13](Cl)(=[O:17])[C:14]([CH3:16])=[CH2:15]. (2) Given the product [F:18][C:13]1[CH:12]=[C:11]([C:10]2[C:9](=[O:19])[N:8]3[C:20]([CH3:23])=[CH:21][S:22][C:7]3=[N:6][C:5]=2[CH:3]([NH:2][C:25]2[C:26]3[CH:33]=[CH:32][NH:31][C:27]=3[N:28]=[CH:29][N:30]=2)[CH3:4])[CH:16]=[C:15]([F:17])[CH:14]=1, predict the reactants needed to synthesize it. The reactants are: Cl.[NH2:2][CH:3]([C:5]1[N:6]=[C:7]2[S:22][CH:21]=[C:20]([CH3:23])[N:8]2[C:9](=[O:19])[C:10]=1[C:11]1[CH:16]=[C:15]([F:17])[CH:14]=[C:13]([F:18])[CH:12]=1)[CH3:4].Cl[C:25]1[N:30]=[CH:29][NH:28][C:27]2=[N:31][CH:32]=[CH:33][C:26]=12.C(N(CC)C(C)C)(C)C. (3) Given the product [CH3:11][N:12]([CH2:14][C:15]1[CH:16]=[CH:17][C:18]([CH:19]=[CH:20][C:21]2[C:29]3[C:24](=[CH:25][C:26](/[CH:30]=[C:3]4/[C:2](=[O:10])[NH:1][C:9]5[C:4]/4=[CH:5][CH:6]=[CH:7][CH:8]=5)=[CH:27][CH:28]=3)[N:23]([CH2:32][O:33][CH2:34][CH2:35][Si:36]([CH3:38])([CH3:39])[CH3:37])[N:22]=2)=[CH:40][CH:41]=1)[CH3:13], predict the reactants needed to synthesize it. The reactants are: [NH:1]1[C:9]2[C:4](=[CH:5][CH:6]=[CH:7][CH:8]=2)[CH2:3][C:2]1=[O:10].[CH3:11][N:12]([CH2:14][C:15]1[CH:41]=[CH:40][C:18](/[CH:19]=[CH:20]/[C:21]2[C:29]3[C:24](=[CH:25][C:26]([CH:30]=O)=[CH:27][CH:28]=3)[N:23]([CH2:32][O:33][CH2:34][CH2:35][Si:36]([CH3:39])([CH3:38])[CH3:37])[N:22]=2)=[CH:17][CH:16]=1)[CH3:13]. (4) The reactants are: [NH2:1][C:2]1[CH:7]=[C:6]([C:8](=[O:21])[NH:9][CH2:10][CH:11]2[O:16][C:15]3[CH:17]=[CH:18][CH:19]=[CH:20][C:14]=3[O:13][CH2:12]2)[CH:5]=[CH:4][C:3]=1[NH:22][C:23]1[CH:31]=[CH:30][CH:29]=[CH:28][C:24]=1[C:25](O)=[O:26].C(Cl)CCl. Given the product [O:16]1[C:15]2[CH:17]=[CH:18][CH:19]=[CH:20][C:14]=2[O:13][CH2:12][CH:11]1[CH2:10][NH:9][C:8]([C:6]1[CH:5]=[CH:4][C:3]2[NH:22][C:23]3[CH:31]=[CH:30][CH:29]=[CH:28][C:24]=3[C:25](=[O:26])[NH:1][C:2]=2[CH:7]=1)=[O:21], predict the reactants needed to synthesize it. (5) Given the product [CH2:6]([NH:8][C:12]1[N:13]([C:24]2[CH:25]=[CH:26][C:27]([O:30][CH2:31][C:32]([F:35])([F:34])[F:33])=[CH:28][CH:29]=2)[C:14](=[O:23])[C:15]2[CH:21]=[CH:20][C:19](=[O:22])[NH:18][C:16]=2[N:17]=1)[CH3:7], predict the reactants needed to synthesize it. The reactants are: O1CCCC1.[CH2:6]([NH2:8])[CH3:7].CS([C:12]1[N:13]([C:24]2[CH:29]=[CH:28][C:27]([O:30][CH2:31][C:32]([F:35])([F:34])[F:33])=[CH:26][CH:25]=2)[C:14](=[O:23])[C:15]2[CH:21]=[CH:20][C:19](=[O:22])[NH:18][C:16]=2[N:17]=1)=O.Cl. (6) Given the product [F:1][C:2]1[CH:7]=[CH:6][C:5]([N+:8]([O-:10])=[O:9])=[CH:4][C:3]=1[N:11]1[C:15](=[O:16])[N:14]([CH3:17])[N:13]=[N:12]1, predict the reactants needed to synthesize it. The reactants are: [F:1][C:2]1[CH:7]=[CH:6][C:5]([N+:8]([O-:10])=[O:9])=[CH:4][C:3]=1[N:11]1[C:15](=[O:16])[NH:14][N:13]=[N:12]1.[CH3:17]N(C=O)C.C([O-])([O-])=O.[K+].[K+].CI.